Dataset: Catalyst prediction with 721,799 reactions and 888 catalyst types from USPTO. Task: Predict which catalyst facilitates the given reaction. (1) Reactant: [CH2:1]([O:8][C@@H:9]1[C@@H:13]([C@@H:14]([CH2:23][OH:24])[O:15][CH2:16][C:17]2[CH:22]=[CH:21][CH:20]=[CH:19][CH:18]=2)[O:12][C@@H:11]([N:25]2[CH:33]=[C:31]([CH3:32])[C:29](=[O:30])[NH:28][C:26]2=[O:27])[C@@H:10]1[OH:34])[C:2]1[CH:7]=[CH:6][CH:5]=[CH:4][CH:3]=1.[C:35]1([CH3:45])[CH:40]=[CH:39][C:38]([S:41](Cl)(=[O:43])=[O:42])=[CH:37][CH:36]=1. Product: [CH2:1]([O:8][C@@H:9]1[C@@H:13]([C@@H:14]([CH2:23][O:24][S:41]([C:38]2[CH:39]=[CH:40][C:35]([CH3:45])=[CH:36][CH:37]=2)(=[O:43])=[O:42])[O:15][CH2:16][C:17]2[CH:22]=[CH:21][CH:20]=[CH:19][CH:18]=2)[O:12][C@@H:11]([N:25]2[CH:33]=[C:31]([CH3:32])[C:29](=[O:30])[NH:28][C:26]2=[O:27])[C@@H:10]1[O:34][S:41]([C:38]1[CH:39]=[CH:40][C:35]([CH3:45])=[CH:36][CH:37]=1)(=[O:43])=[O:42])[C:2]1[CH:3]=[CH:4][CH:5]=[CH:6][CH:7]=1. The catalyst class is: 4. (2) Reactant: C1(C)C=CC(S(O)(=O)=O)=CC=1.[Cl:12][C:13]1[CH:14]=[C:15]([CH:20]=[O:21])[CH:16]=[N:17][C:18]=1[CH3:19].[CH2:22](O)[CH2:23][OH:24].C1(C)C=CC=CC=1. Product: [Cl:12][C:13]1[C:18]([CH3:19])=[N:17][CH:16]=[C:15]([CH:20]2[O:24][CH2:23][CH2:22][O:21]2)[CH:14]=1. The catalyst class is: 6. (3) Reactant: BrC[CH2:3][C:4]1[CH:11]=[CH:10][C:7]([CH:8]=[O:9])=[CH:6][CH:5]=1.C([O-])([O-])=O.[K+].[K+].[CH:18]([N:21]([CH:25]1[CH2:30][CH2:29][NH:28][CH2:27][CH2:26]1)[C:22](=[O:24])[CH3:23])([CH3:20])[CH3:19]. Product: [CH:8]([C:7]1[CH:6]=[CH:5][C:4]([CH2:3][N:28]2[CH2:29][CH2:30][CH:25]([N:21]([CH:18]([CH3:20])[CH3:19])[C:22](=[O:24])[CH3:23])[CH2:26][CH2:27]2)=[CH:11][CH:10]=1)=[O:9]. The catalyst class is: 3. (4) Reactant: [CH:1]1([C:5]([CH:7]2[CH2:19][CH2:18][C:10]3[N:11]=[C:12]([NH:14][C:15](=[O:17])[CH3:16])[S:13][C:9]=3[C:8]2=O)=O)[CH2:4][CH2:3][CH2:2]1.[Cl:21][C:22]1[CH:23]=[C:24]([CH:29]=[CH:30][C:31]=1[NH:32][NH2:33])[C:25]([O:27][CH3:28])=[O:26]. Product: [C:15]([NH:14][C:12]1[S:13][C:9]2[C:8]3[N:32]([C:31]4[CH:30]=[CH:29][C:24]([C:25]([O:27][CH3:28])=[O:26])=[CH:23][C:22]=4[Cl:21])[N:33]=[C:5]([CH:1]4[CH2:4][CH2:3][CH2:2]4)[C:7]=3[CH2:19][CH2:18][C:10]=2[N:11]=1)(=[O:17])[CH3:16]. The catalyst class is: 15. (5) Reactant: [C:1]1([C:7]2[O:8][C:9]([C:15]([F:18])([F:17])[F:16])=[C:10]([C:12]([OH:14])=O)[N:11]=2)[CH:6]=[CH:5][CH:4]=[CH:3][CH:2]=1.C(Cl)(=O)C(Cl)=O.[C:25]([O:29][C:30]([N:32]1[CH2:37][CH2:36][N:35]([C:38]2[N:43]=[CH:42][C:41]([NH2:44])=[CH:40][N:39]=2)[CH2:34][CH2:33]1)=[O:31])([CH3:28])([CH3:27])[CH3:26].N1C=CC=CC=1. Product: [C:25]([O:29][C:30]([N:32]1[CH2:33][CH2:34][N:35]([C:38]2[N:43]=[CH:42][C:41]([NH:44][C:12]([C:10]3[N:11]=[C:7]([C:1]4[CH:2]=[CH:3][CH:4]=[CH:5][CH:6]=4)[O:8][C:9]=3[C:15]([F:18])([F:17])[F:16])=[O:14])=[CH:40][N:39]=2)[CH2:36][CH2:37]1)=[O:31])([CH3:28])([CH3:26])[CH3:27]. The catalyst class is: 306. (6) The catalyst class is: 56. Reactant: [CH:1]1([C:4]2[C:5]([O:15][CH2:16][CH:17]3[CH2:22][CH2:21][NH:20][CH2:19][CH2:18]3)=[CH:6][C:7]([F:14])=[C:8]([CH:13]=2)[C:9]([O:11][CH3:12])=[O:10])[CH2:3][CH2:2]1.FC(F)(F)S(O[CH2:29][C:30]([F:33])([F:32])[F:31])(=O)=O.CCN(C(C)C)C(C)C. Product: [CH:1]1([C:4]2[C:5]([O:15][CH2:16][CH:17]3[CH2:18][CH2:19][N:20]([CH2:29][C:30]([F:33])([F:32])[F:31])[CH2:21][CH2:22]3)=[CH:6][C:7]([F:14])=[C:8]([CH:13]=2)[C:9]([O:11][CH3:12])=[O:10])[CH2:3][CH2:2]1. (7) Reactant: [F:1][C:2]([F:37])([F:36])[C:3]1[CH:4]=[C:5]([C:13]([N:15]2[C@H:20]([CH2:21][C:22]3[C:30]4[C:25](=[CH:26][CH:27]=[CH:28][CH:29]=4)[NH:24][CH:23]=3)[CH2:19][N:18]3[C@@H:31]([CH2:34]Cl)[CH2:32][CH2:33][C@@H:17]3[CH2:16]2)=[O:14])[CH:6]=[C:7]([C:9]([F:12])([F:11])[F:10])[CH:8]=1.[NH:38]1[CH2:43][CH2:42][O:41][CH2:40][CH2:39]1.C(OCC)(=O)C.C(=O)(O)[O-].[Na+]. Product: [F:1][C:2]([F:37])([F:36])[C:3]1[CH:4]=[C:5]([C:13]([N:15]2[C@H:20]([CH2:21][C:22]3[C:30]4[C:25](=[CH:26][CH:27]=[CH:28][CH:29]=4)[NH:24][CH:23]=3)[CH2:19][N:18]3[C@@H:31]([CH2:34][N:38]4[CH2:43][CH2:42][O:41][CH2:40][CH2:39]4)[CH2:32][CH2:33][C@@H:17]3[CH2:16]2)=[O:14])[CH:6]=[C:7]([C:9]([F:12])([F:11])[F:10])[CH:8]=1. The catalyst class is: 9. (8) Reactant: I[CH2:2][CH2:3][CH3:4].[CH2:5]([NH:12][C:13](=[O:35])[N:14]([C:16]1[CH:17]=[C:18]([C:22]2[CH:27]=[CH:26][C:25]([CH2:28][CH2:29][C:30]([O:32][CH3:33])=[O:31])=[CH:24][C:23]=2[OH:34])[CH:19]=[CH:20][CH:21]=1)[CH3:15])[CH2:6][CH2:7][CH2:8][CH2:9][CH2:10][CH3:11].C(=O)([O-])[O-].[K+].[K+]. Product: [CH2:5]([NH:12][C:13](=[O:35])[N:14]([C:16]1[CH:17]=[C:18]([C:22]2[CH:27]=[CH:26][C:25]([CH2:28][CH2:29][C:30]([O:32][CH3:33])=[O:31])=[CH:24][C:23]=2[O:34][CH2:2][CH2:3][CH3:4])[CH:19]=[CH:20][CH:21]=1)[CH3:15])[CH2:6][CH2:7][CH2:8][CH2:9][CH2:10][CH3:11]. The catalyst class is: 311.